From a dataset of Full USPTO retrosynthesis dataset with 1.9M reactions from patents (1976-2016). Predict the reactants needed to synthesize the given product. (1) Given the product [N:3]1[N:2]([C:6]2[CH:23]=[CH:22][CH:21]=[CH:20][C:7]=2[C:8]([N:10]2[C@H:15]([CH3:16])[CH2:14][CH2:13][C@@H:12]([C:17]([NH:30][CH:31]([C:40]3[CH:45]=[CH:44][CH:43]=[CH:42][CH:41]=3)[CH:32]([OH:33])[C:34]3[CH:39]=[CH:38][CH:37]=[CH:36][CH:35]=3)=[O:19])[CH2:11]2)=[O:9])[N:1]=[CH:5][CH:4]=1, predict the reactants needed to synthesize it. The reactants are: [N:1]1[N:2]([C:6]2[CH:23]=[CH:22][CH:21]=[CH:20][C:7]=2[C:8]([N:10]2[C@H:15]([CH3:16])[CH2:14][CH2:13][C@@H:12]([C:17]([OH:19])=O)[CH2:11]2)=[O:9])[N:3]=[CH:4][CH:5]=1.Cl.NCC(=O)C.[NH2:30][CH:31]([C:40]1[CH:45]=[CH:44][CH:43]=[CH:42][CH:41]=1)[CH:32]([C:34]1[CH:39]=[CH:38][CH:37]=[CH:36][CH:35]=1)[OH:33]. (2) Given the product [CH3:17][C:9]1[C:10]2[CH:16]=[CH:15][CH:14]=[CH:13][C:11]=2[S:12][C:8]=1[CH:2]1[CH2:3][CH2:4][NH:5][CH2:6][CH2:7]1, predict the reactants needed to synthesize it. The reactants are: O[C:2]1([C:8]2[S:12][C:11]3[CH:13]=[CH:14][CH:15]=[CH:16][C:10]=3[C:9]=2[CH3:17])[CH2:7][CH2:6][NH:5][CH2:4][CH2:3]1.O1C[C@H]1COC1C2C=COC=2C=CC=1. (3) Given the product [O:27]=[C:4]1[N:3]([CH2:28][CH2:29][CH3:30])[CH:2]=[N:10][C:9]2[N:8]=[C:7]([C:11]3[CH:12]=[N:13][N:14]([CH2:16][C:17]4[CH:22]=[CH:21][CH:20]=[C:19]([C:23]([F:26])([F:25])[F:24])[CH:18]=4)[CH:15]=3)[N:6]([CH2:43][O:42][C:36](=[O:41])[C:37]([CH3:40])([CH3:39])[CH3:38])[C:5]1=2, predict the reactants needed to synthesize it. The reactants are: Cl[C:2]1[N:3]([CH2:28][CH2:29][CH3:30])[C:4](=[O:27])[C:5]2[NH:6][C:7]([C:11]3[CH:12]=[N:13][N:14]([CH2:16][C:17]4[CH:22]=[CH:21][CH:20]=[C:19]([C:23]([F:26])([F:25])[F:24])[CH:18]=4)[CH:15]=3)=[N:8][C:9]=2[N:10]=1.CN(C=O)C.[C:36]([O:42][CH2:43]Cl)(=[O:41])[C:37]([CH3:40])([CH3:39])[CH3:38]. (4) Given the product [CH:8]([N:11]1[C:15]([C:16]2[S:17][C:18]3[CH2:19][CH2:20][O:21][C:22]4[CH:29]=[C:28]([CH:30]5[CH2:35][CH2:34][N:33]([CH2:43][C:44]([NH:46][CH3:47])=[O:45])[CH2:32][CH2:31]5)[CH:27]=[CH:26][C:23]=4[C:24]=3[N:25]=2)=[N:14][CH:13]=[N:12]1)([CH3:10])[CH3:9], predict the reactants needed to synthesize it. The reactants are: OC(C(F)(F)F)=O.[CH:8]([N:11]1[C:15]([C:16]2[S:17][C:18]3[CH2:19][CH2:20][O:21][C:22]4[CH:29]=[C:28]([CH:30]5[CH2:35][CH2:34][NH:33][CH2:32][CH2:31]5)[CH:27]=[CH:26][C:23]=4[C:24]=3[N:25]=2)=[N:14][CH:13]=[N:12]1)([CH3:10])[CH3:9].C(=O)([O-])[O-].[K+].[K+].Br[CH2:43][C:44]([NH:46][CH3:47])=[O:45].